From a dataset of NCI-60 drug combinations with 297,098 pairs across 59 cell lines. Regression. Given two drug SMILES strings and cell line genomic features, predict the synergy score measuring deviation from expected non-interaction effect. (1) Drug 1: C1CN1P(=S)(N2CC2)N3CC3. Drug 2: C1=NNC2=C1C(=O)NC=N2. Cell line: SNB-75. Synergy scores: CSS=0.946, Synergy_ZIP=-1.31, Synergy_Bliss=-0.593, Synergy_Loewe=-2.60, Synergy_HSA=-2.25. (2) Drug 1: C1=CC(=CC=C1CC(C(=O)O)N)N(CCCl)CCCl.Cl. Drug 2: C1CN(P(=O)(OC1)NCCCl)CCCl. Cell line: SN12C. Synergy scores: CSS=7.20, Synergy_ZIP=-5.61, Synergy_Bliss=-2.73, Synergy_Loewe=-16.3, Synergy_HSA=-4.11. (3) Drug 1: C1CC(C1)(C(=O)O)C(=O)O.[NH2-].[NH2-].[Pt+2]. Drug 2: COC1=C2C(=CC3=C1OC=C3)C=CC(=O)O2. Cell line: MCF7. Synergy scores: CSS=3.84, Synergy_ZIP=-1.41, Synergy_Bliss=-1.59, Synergy_Loewe=-2.83, Synergy_HSA=-2.82. (4) Drug 1: C1CCC(C(C1)N)N.C(=O)(C(=O)[O-])[O-].[Pt+4]. Drug 2: CCC1(C2=C(COC1=O)C(=O)N3CC4=CC5=C(C=CC(=C5CN(C)C)O)N=C4C3=C2)O.Cl. Cell line: A498. Synergy scores: CSS=36.8, Synergy_ZIP=-8.38, Synergy_Bliss=-4.61, Synergy_Loewe=-13.2, Synergy_HSA=1.09.